This data is from NCI-60 drug combinations with 297,098 pairs across 59 cell lines. The task is: Regression. Given two drug SMILES strings and cell line genomic features, predict the synergy score measuring deviation from expected non-interaction effect. (1) Drug 1: CC1=C(C=C(C=C1)NC(=O)C2=CC=C(C=C2)CN3CCN(CC3)C)NC4=NC=CC(=N4)C5=CN=CC=C5. Drug 2: CCC1(C2=C(COC1=O)C(=O)N3CC4=CC5=C(C=CC(=C5CN(C)C)O)N=C4C3=C2)O.Cl. Cell line: NCI-H460. Synergy scores: CSS=44.1, Synergy_ZIP=4.33, Synergy_Bliss=3.87, Synergy_Loewe=-42.2, Synergy_HSA=1.61. (2) Drug 1: CCN(CC)CCNC(=O)C1=C(NC(=C1C)C=C2C3=C(C=CC(=C3)F)NC2=O)C. Drug 2: CS(=O)(=O)OCCCCOS(=O)(=O)C. Cell line: CAKI-1. Synergy scores: CSS=15.0, Synergy_ZIP=-6.15, Synergy_Bliss=-2.14, Synergy_Loewe=-0.434, Synergy_HSA=1.09. (3) Drug 1: C1CC(=O)NC(=O)C1N2CC3=C(C2=O)C=CC=C3N. Drug 2: C1=CC(=CC=C1CC(C(=O)O)N)N(CCCl)CCCl.Cl. Cell line: IGROV1. Synergy scores: CSS=30.8, Synergy_ZIP=7.81, Synergy_Bliss=10.0, Synergy_Loewe=5.60, Synergy_HSA=12.6. (4) Drug 1: CC1=C2C(C(=O)C3(C(CC4C(C3C(C(C2(C)C)(CC1OC(=O)C(C(C5=CC=CC=C5)NC(=O)OC(C)(C)C)O)O)OC(=O)C6=CC=CC=C6)(CO4)OC(=O)C)OC)C)OC. Drug 2: CC1CCCC2(C(O2)CC(NC(=O)CC(C(C(=O)C(C1O)C)(C)C)O)C(=CC3=CSC(=N3)C)C)C. Cell line: HT29. Synergy scores: CSS=41.8, Synergy_ZIP=2.17, Synergy_Bliss=2.49, Synergy_Loewe=-4.15, Synergy_HSA=2.61.